This data is from Peptide-MHC class II binding affinity with 134,281 pairs from IEDB. The task is: Regression. Given a peptide amino acid sequence and an MHC pseudo amino acid sequence, predict their binding affinity value. This is MHC class II binding data. (1) The peptide sequence is ERIFKRFDTNGDGKI. The MHC is DRB1_0101 with pseudo-sequence DRB1_0101. The binding affinity (normalized) is 0.305. (2) The peptide sequence is AAGAATTAAGAASGA. The MHC is HLA-DPA10103-DPB10301 with pseudo-sequence HLA-DPA10103-DPB10301. The binding affinity (normalized) is 0.452. (3) The peptide sequence is HFLLRGPFEASWAIK. The MHC is DRB1_0401 with pseudo-sequence DRB1_0401. The binding affinity (normalized) is 0.239. (4) The peptide sequence is EFRNDWILESDHLIS. The MHC is DRB4_0101 with pseudo-sequence DRB4_0103. The binding affinity (normalized) is 0.335. (5) The peptide sequence is VFLGSAHGIPKVPPG. The MHC is HLA-DQA10102-DQB10502 with pseudo-sequence HLA-DQA10102-DQB10502. The binding affinity (normalized) is 0.308. (6) The peptide sequence is VRSGGHDYEGLSYRS. The MHC is DRB3_0202 with pseudo-sequence DRB3_0202. The binding affinity (normalized) is 0.